Dataset: Forward reaction prediction with 1.9M reactions from USPTO patents (1976-2016). Task: Predict the product of the given reaction. (1) The product is: [CH3:14][N:4]1[CH:5]=[C:6]([C:8]2[CH:13]=[CH:12][CH:11]=[CH:10][CH:9]=2)[N:7]=[C:3]1[CH2:2][CH2:26][C:24]1[CH:23]=[CH:22][CH:21]=[C:20]([N:15]2[CH2:19][CH2:18][CH2:17][CH2:16]2)[N:25]=1. Given the reactants Cl[CH2:2][C:3]1[N:4]([CH3:14])[CH:5]=[C:6]([C:8]2[CH:13]=[CH:12][CH:11]=[CH:10][CH:9]=2)[N:7]=1.[N:15]1([C:20]2[N:25]=[C:24]([CH:26]=O)[CH:23]=[CH:22][CH:21]=2)[CH2:19][CH2:18][CH2:17][CH2:16]1, predict the reaction product. (2) Given the reactants [Br:1][CH2:2][CH2:3][CH2:4][CH2:5][C:6]([CH3:21])([C:15]1C=CC=CC=1)[CH2:7][O:8][CH:9]1[CH2:14][CH2:13][CH2:12][CH2:11][O:10]1.BrCCCCC(C)(C)CO.O1C=CCCC1, predict the reaction product. The product is: [Br:1][CH2:2][CH2:3][CH2:4][CH2:5][C:6]([CH3:21])([CH3:15])[CH2:7][O:8][CH:9]1[CH2:14][CH2:13][CH2:12][CH2:11][O:10]1. (3) The product is: [Br:1][C:2]1[CH:9]=[CH:8][C:5]([CH2:6][P:10](=[O:17])([O:14][CH2:15][CH3:16])[O:11][CH2:12][CH3:13])=[CH:4][CH:3]=1. Given the reactants [Br:1][C:2]1[CH:9]=[CH:8][C:5]([CH2:6]Br)=[CH:4][CH:3]=1.[P:10]([O:17]CC)([O:14][CH2:15][CH3:16])[O:11][CH2:12][CH3:13], predict the reaction product. (4) Given the reactants [CH3:1][O:2][C:3]1[CH:4]=[C:5]2[C:10](=[CH:11][C:12]=1[O:13][CH3:14])[N:9]=[CH:8][CH:7]=[C:6]2[O:15][C:16]1[CH:22]=[CH:21][C:19]([NH2:20])=[C:18]([CH3:23])[C:17]=1[CH3:24].C(N(CC)CC)C.[C:32](Cl)(Cl)=[S:33].[NH2:36][CH2:37][CH2:38][CH2:39][N:40]1[CH2:45][CH2:44][N:43]([CH3:46])[CH2:42][CH2:41]1, predict the reaction product. The product is: [CH3:1][O:2][C:3]1[CH:4]=[C:5]2[C:10](=[CH:11][C:12]=1[O:13][CH3:14])[N:9]=[CH:8][CH:7]=[C:6]2[O:15][C:16]1[CH:22]=[CH:21][C:19]([NH:20][C:32]([NH:36][CH2:37][CH2:38][CH2:39][N:40]2[CH2:41][CH2:42][N:43]([CH3:46])[CH2:44][CH2:45]2)=[S:33])=[C:18]([CH3:23])[C:17]=1[CH3:24]. (5) Given the reactants [CH2:1]([C@@:4]1([C:20]2[CH:25]=[CH:24][C:23]([F:26])=[CH:22][CH:21]=2)[O:9][C:8](=[O:10])[N:7]([C@H:11]([C:13]2[CH:18]=[CH:17][C:16](Br)=[CH:15][CH:14]=2)[CH3:12])[CH2:6][CH2:5]1)[CH:2]=[CH2:3].[CH3:27][C:28]1[S:29][C:30](B(O)O)=[C:31]([CH3:33])[N:32]=1, predict the reaction product. The product is: [CH2:1]([C@@:4]1([C:20]2[CH:25]=[CH:24][C:23]([F:26])=[CH:22][CH:21]=2)[O:9][C:8](=[O:10])[N:7]([C@H:11]([C:13]2[CH:18]=[CH:17][C:16]([C:30]3[S:29][C:28]([CH3:27])=[N:32][C:31]=3[CH3:33])=[CH:15][CH:14]=2)[CH3:12])[CH2:6][CH2:5]1)[CH:2]=[CH2:3]. (6) Given the reactants CO[C:3]([CH:5]1[CH2:11][CH2:10][CH:9]2[CH:7]([O:8]2)[CH2:6]1)=[O:4].[CH2:12]([NH2:19])[C:13]1[CH:18]=[CH:17][CH:16]=[CH:15][CH:14]=1.[OH-].[Na+], predict the reaction product. The product is: [CH2:12]([N:19]1[C:3](=[O:4])[CH:5]2[CH2:11][CH2:10][CH:9]1[CH:7]([OH:8])[CH2:6]2)[C:13]1[CH:18]=[CH:17][CH:16]=[CH:15][CH:14]=1.